From a dataset of Forward reaction prediction with 1.9M reactions from USPTO patents (1976-2016). Predict the product of the given reaction. (1) The product is: [C:12]([O-:14])(=[O:13])[CH3:11].[CH3:21][CH2:22][CH2:2][CH2:3][CH2:19][CH3:20].[F:1][C:2]1[CH:22]=[C:21]([F:23])[CH:20]=[CH:19][C:3]=1[CH2:4][N:5]1[C:9]([CH2:10][CH2:11][C:12]([NH:32][S:29]([CH2:24][CH2:25][CH2:26][CH2:27][CH3:28])(=[O:31])=[O:30])=[O:14])=[CH:8][C:7]([O:15][CH:16]([CH3:18])[CH3:17])=[N:6]1. Given the reactants [F:1][C:2]1[CH:22]=[C:21]([F:23])[CH:20]=[CH:19][C:3]=1[CH2:4][N:5]1[C:9]([CH2:10][CH2:11][C:12]([OH:14])=[O:13])=[CH:8][C:7]([O:15][CH:16]([CH3:18])[CH3:17])=[N:6]1.[CH2:24]([S:29]([NH2:32])(=[O:31])=[O:30])[CH2:25][CH2:26][CH2:27][CH3:28].N12CCCN=C1CCCCC2, predict the reaction product. (2) Given the reactants Cl.[Cl:2][CH2:3][CH2:4][CH2:5][NH2:6].ClCCl.[F:10][C:11]([F:22])([F:21])[C:12](O[C:12](=[O:13])[C:11]([F:22])([F:21])[F:10])=[O:13], predict the reaction product. The product is: [Cl:2][CH2:3][CH2:4][CH2:5][NH:6][C:12](=[O:13])[C:11]([F:22])([F:21])[F:10]. (3) Given the reactants [Cl:1][C:2]1[CH:3]=[C:4]([CH:6]=[CH:7][CH:8]=1)[NH2:5].[N+:9]([C:12]1[CH:20]=[CH:19][CH:18]=[CH:17][C:13]=1[C:14](Cl)=[O:15])([O-:11])=[O:10], predict the reaction product. The product is: [N+:9]([C:12]1[CH:20]=[CH:19][CH:18]=[CH:17][C:13]=1[C:14]([NH:5][C:4]1[CH:6]=[CH:7][CH:8]=[C:2]([Cl:1])[CH:3]=1)=[O:15])([O-:11])=[O:10]. (4) Given the reactants Br[C:2]1[CH:7]=[N:6][C:5]([N:8]2[CH2:13][CH2:12][CH:11]([CH2:14][CH2:15][NH:16][C:17](=[O:22])[C:18]([CH3:21])([CH3:20])[CH3:19])[CH2:10][CH2:9]2)=[C:4]2[S:23][C:24]([C:26]([NH2:28])=[O:27])=[CH:25][C:3]=12, predict the reaction product. The product is: [C:17]([NH:16][CH2:15][CH2:14][CH:11]1[CH2:12][CH2:13][N:8]([C:5]2[N:6]=[CH:7][CH:2]=[C:3]3[CH:25]=[C:24]([C:26]([NH2:28])=[O:27])[S:23][C:4]=23)[CH2:9][CH2:10]1)(=[O:22])[C:18]([CH3:20])([CH3:21])[CH3:19]. (5) Given the reactants [Cl:1][C:2]1[C:10]2[C:9](=[O:11])[NH:8][N:7]=[CH:6][C:5]=2[N:4](COCC[Si](C)(C)C)[C:3]=1[C:20]1[CH:25]=[CH:24][C:23]([O:26][CH3:27])=[C:22]([O:28][CH2:29][CH:30]2[CH2:32][CH2:31]2)[CH:21]=1.ClC1C2C(=O)NN=CC=2N(COCC[Si](C)(C)C)C=1C1C=CC(OC(F)F)=C(OC2CCC2)C=1, predict the reaction product. The product is: [Cl:1][C:2]1[C:10]2[C:9](=[O:11])[NH:8][N:7]=[CH:6][C:5]=2[NH:4][C:3]=1[C:20]1[CH:25]=[CH:24][C:23]([O:26][CH3:27])=[C:22]([O:28][CH2:29][CH:30]2[CH2:32][CH2:31]2)[CH:21]=1. (6) Given the reactants [CH3:1][O:2][C:3]1[CH:24]=[CH:23][C:6]([CH2:7][N:8]2[C:17]([C@@H:18]([NH2:20])[CH3:19])=[CH:16][C:15]3[C:10](=[C:11]([Cl:21])[CH:12]=[CH:13][CH:14]=3)[C:9]2=[O:22])=[CH:5][CH:4]=1.C([O-])(O)=O.[Na+].[C:30](Cl)([O:32][CH2:33][CH:34]1[C:46]2[C:41](=[CH:42][CH:43]=[CH:44][CH:45]=2)[C:40]2[C:35]1=[CH:36][CH:37]=[CH:38][CH:39]=2)=[O:31], predict the reaction product. The product is: [CH3:1][O:2][C:3]1[CH:24]=[CH:23][C:6]([CH2:7][N:8]2[C:17]([C@@H:18]([NH:20][C:30](=[O:31])[O:32][CH2:33][CH:34]3[C:46]4[CH:45]=[CH:44][CH:43]=[CH:42][C:41]=4[C:40]4[C:35]3=[CH:36][CH:37]=[CH:38][CH:39]=4)[CH3:19])=[CH:16][C:15]3[C:10](=[C:11]([Cl:21])[CH:12]=[CH:13][CH:14]=3)[C:9]2=[O:22])=[CH:5][CH:4]=1. (7) Given the reactants [Si](Cl)(C)(C)C.BrCCBr.[C:10]([O:14][C:15]([N:17]1[CH2:20][CH:19](I)[CH2:18]1)=[O:16])([CH3:13])([CH3:12])[CH3:11].FC(F)(F)S(O[C:28]1[CH:37]=[CH:36][C:35]2[CH2:34][CH2:33][CH:32]([NH:38][C:39]([O:41][CH2:42][CH3:43])=[O:40])[CH:31]([CH2:44][C:45]3[CH:50]=[CH:49][C:48](Cl)=[C:47]([Cl:52])[CH:46]=3)[C:30]=2[CH:29]=1)(=O)=O, predict the reaction product. The product is: [C:10]([O:14][C:15]([N:17]1[CH2:20][CH:19]([C:28]2[CH:37]=[CH:36][C:35]3[CH2:34][CH2:33][CH:32]([NH:38][C:39]([O:41][CH2:42][CH3:43])=[O:40])[CH:31]([CH2:44][C:45]4[CH:50]=[CH:49][CH:48]=[C:47]([Cl:52])[CH:46]=4)[C:30]=3[CH:29]=2)[CH2:18]1)=[O:16])([CH3:13])([CH3:12])[CH3:11]. (8) Given the reactants [C:1](Cl)(=[O:5])[CH:2]([CH3:4])[CH3:3].[NH2:7][C:8]1[C:27]([Cl:28])=[CH:26][CH:25]=[CH:24][C:9]=1[C:10]([NH:12][C:13]1[CH:18]=[CH:17][C:16]([O:19][C:20]([F:23])([F:22])[F:21])=[CH:15][CH:14]=1)=[O:11].C(N(CC)CC)C.O, predict the reaction product. The product is: [Cl:28][C:27]1[C:8]([NH:7][C:1](=[O:5])[CH:2]([CH3:4])[CH3:3])=[C:9]([CH:24]=[CH:25][CH:26]=1)[C:10]([NH:12][C:13]1[CH:14]=[CH:15][C:16]([O:19][C:20]([F:21])([F:22])[F:23])=[CH:17][CH:18]=1)=[O:11].